This data is from Peptide-MHC class II binding affinity with 134,281 pairs from IEDB. The task is: Regression. Given a peptide amino acid sequence and an MHC pseudo amino acid sequence, predict their binding affinity value. This is MHC class II binding data. (1) The peptide sequence is GEPKGAAESSSKAAL. The MHC is DRB4_0101 with pseudo-sequence DRB4_0103. The binding affinity (normalized) is 0. (2) The peptide sequence is TLYGPQLSQKIVQIN. The MHC is DRB1_0401 with pseudo-sequence DRB1_0401. The binding affinity (normalized) is 0.502. (3) The peptide sequence is SKKDKFVAANAGGTV. The MHC is DRB1_1101 with pseudo-sequence DRB1_1101. The binding affinity (normalized) is 0.392. (4) The peptide sequence is GWPYIGSRSQIIGRS. The MHC is DRB1_0802 with pseudo-sequence DRB1_0802. The binding affinity (normalized) is 0.887. (5) The peptide sequence is RWQVVAPQLPDDLMI. The MHC is HLA-DPA10201-DPB10101 with pseudo-sequence HLA-DPA10201-DPB10101. The binding affinity (normalized) is 0.136.